From a dataset of Reaction yield outcomes from USPTO patents with 853,638 reactions. Predict the reaction yield, written as a fraction of the theoretical maximum amount of product (1.0 means a 100% yield; for example, 0.34 means a 34% yield). The reactants are [O:1]=[C:2]1[C@@H:6]([O:7][C:8](=[O:12])[CH:9]([CH3:11])[CH3:10])[C@H:5]([O:13][C:14](=[O:18])[CH:15]([CH3:17])[CH3:16])[C:4](=O)[O:3]1.[NH2:20][OH:21]. The catalyst is C(OCC)(=O)C. The product is [OH:21][N:20]1[C:2](=[O:1])[C@H:6]([O:7][C:8](=[O:12])[CH:9]([CH3:11])[CH3:10])[C@@H:5]([O:13][C:14](=[O:18])[CH:15]([CH3:17])[CH3:16])[C:4]1=[O:3]. The yield is 1.00.